This data is from Reaction yield outcomes from USPTO patents with 853,638 reactions. The task is: Predict the reaction yield, written as a fraction of the theoretical maximum amount of product (1.0 means a 100% yield; for example, 0.34 means a 34% yield). (1) The reactants are C[O:2][C:3]([C:5]1([CH3:41])[C:10]([C:12]2[CH:17]=[CH:16][C:15]([Cl:18])=[CH:14][CH:13]=2)([OH:11])[CH2:9][CH2:8][N:7]([CH2:19][CH2:20][CH:21]=[C:22]2[C:28]3[CH:29]=[CH:30][CH:31]=[N:32][C:27]=3[CH2:26][O:25][C:24]3[CH:33]=[CH:34][C:35]([C:37]([OH:40])([CH3:39])[CH3:38])=[CH:36][C:23]2=3)[CH2:6]1)=O.[H-].[H-].[H-].[H-].[Li+].[Al+3]. The catalyst is O1CCCC1. The product is [Cl:18][C:15]1[CH:16]=[CH:17][C:12]([C:10]2([OH:11])[CH2:9][CH2:8][N:7]([CH2:19][CH2:20][CH:21]=[C:22]3[C:28]4[CH:29]=[CH:30][CH:31]=[N:32][C:27]=4[CH2:26][O:25][C:24]4[CH:33]=[CH:34][C:35]([C:37]([OH:40])([CH3:39])[CH3:38])=[CH:36][C:23]3=4)[CH2:6][C:5]2([CH2:3][OH:2])[CH3:41])=[CH:13][CH:14]=1. The yield is 0.430. (2) The reactants are [C:1]([C:3]1[CH:8]=[CH:7][C:6]([CH:9]2[CH2:14][CH2:13][N:12]([C:15]([C:17]3[CH:18]=[CH:19][C:20]([CH3:47])=[C:21]([NH:23][S:24]([C:27]4[CH:46]=[CH:45][CH:44]=[CH:43][C:28]=4[C:29]([NH:31]CC4C=CC(OC)=CC=4OC)=[O:30])(=[O:26])=[O:25])[CH:22]=3)=[O:16])[CH2:11][CH2:10]2)=[CH:5][CH:4]=1)#[N:2].C1(SC)C=CC=CC=1.FC(F)(F)C(O)=O.CCOC(C)=O. The catalyst is C(Cl)Cl. The product is [C:1]([C:3]1[CH:8]=[CH:7][C:6]([CH:9]2[CH2:14][CH2:13][N:12]([C:15]([C:17]3[CH:18]=[CH:19][C:20]([CH3:47])=[C:21]([NH:23][S:24]([C:27]4[CH:46]=[CH:45][CH:44]=[CH:43][C:28]=4[C:29]([NH2:31])=[O:30])(=[O:26])=[O:25])[CH:22]=3)=[O:16])[CH2:11][CH2:10]2)=[CH:5][CH:4]=1)#[N:2]. The yield is 0.350. (3) The reactants are Cl.[OH:2][C:3]1[N:8]=[CH:7][CH:6]=[CH:5][N:4]=1.C(=O)([O-])[O-].[Na+].[Na+].[C:15]1([CH2:21][N:22]([CH2:27][C:28]2[CH:33]=[CH:32][CH:31]=[CH:30][CH:29]=2)[CH2:23][CH:24]2[CH2:26][O:25]2)[CH:20]=[CH:19][CH:18]=[CH:17][CH:16]=1.O. The catalyst is CO.C1(C)C=CC=CC=1. The product is [C:28]1([CH2:27][N:22]([CH2:21][C:15]2[CH:20]=[CH:19][CH:18]=[CH:17][CH:16]=2)[CH2:23][CH:24]([OH:25])[CH2:26][N:4]2[CH:5]=[CH:6][CH:7]=[N:8][C:3]2=[O:2])[CH:29]=[CH:30][CH:31]=[CH:32][CH:33]=1. The yield is 0.450. (4) The reactants are [Br:1][C:2]1[CH:3]=[C:4]([C:8]([OH:10])=[O:9])[S:5][C:6]=1[CH3:7].[CH3:11]O. The catalyst is OS(O)(=O)=O. The product is [Br:1][C:2]1[CH:3]=[C:4]([C:8]([O:10][CH3:11])=[O:9])[S:5][C:6]=1[CH3:7]. The yield is 0.940.